Dataset: Catalyst prediction with 721,799 reactions and 888 catalyst types from USPTO. Task: Predict which catalyst facilitates the given reaction. Reactant: [F:1][C:2]([F:43])([F:42])[C:3]1[CH:4]=[C:5]([C:13]([CH3:41])([CH3:40])[C:14]([N:16]([CH3:39])[C:17]2[C:18]([C:33]3[CH:38]=[CH:37][CH:36]=[CH:35][CH:34]=3)=[C:19]3[C:24](=[CH:25][CH:26]=2)[N:23]=[C:22]([CH2:27][C:28]([O:30]CC)=[O:29])[CH:21]=[CH:20]3)=[O:15])[CH:6]=[C:7]([C:9]([F:12])([F:11])[F:10])[CH:8]=1.C1C=C(Cl)C=C(C(OO)=[O:52])C=1.[OH-:55].[Na+]. Product: [F:1][C:2]([F:43])([F:42])[C:3]([OH:52])=[O:55].[F:12][C:9]([F:10])([F:11])[C:7]1[CH:6]=[C:5]([C:13]([CH3:40])([CH3:41])[C:14]([N:16]([CH3:39])[C:17]2[C:18]([C:33]3[CH:34]=[CH:35][CH:36]=[CH:37][CH:38]=3)=[C:19]3[C:24](=[CH:25][CH:26]=2)[N:23]=[C:22]([CH2:27][C:28]([OH:30])=[O:29])[CH:21]=[CH:20]3)=[O:15])[CH:4]=[C:3]([C:2]([F:1])([F:42])[F:43])[CH:8]=1. The catalyst class is: 22.